From a dataset of Catalyst prediction with 721,799 reactions and 888 catalyst types from USPTO. Predict which catalyst facilitates the given reaction. (1) Reactant: [Cl:1][C:2]1[CH:7]=[CH:6][C:5]([S:8]([NH:11][C@@H:12]2[CH2:18][CH2:17][CH2:16][CH2:15][NH:14][C:13]2=[O:19])(=[O:10])=[O:9])=[CH:4][CH:3]=1.CO[C:22]1[CH:23]=[CH:24][C:25](CO)=[N:26][CH:27]=1.[C:30]1(P(C2C=CC=CC=2)C2C=CC=CC=2)C=CC=CC=1.N(C(OC(C)C)=O)=N[C:51](OC(C)C)=[O:52]. Product: [Cl:1][C:2]1[CH:3]=[CH:4][C:5]([S:8]([N:11]([CH2:30][C:22]2[CH:27]=[N:26][C:25]([O:52][CH3:51])=[CH:24][CH:23]=2)[C@@H:12]2[CH2:18][CH2:17][CH2:16][CH2:15][NH:14][C:13]2=[O:19])(=[O:10])=[O:9])=[CH:6][CH:7]=1. The catalyst class is: 2. (2) Reactant: Cl[C:2]1[CH:3]=[CH:4][C:5]2[N:6]([C:8]([C@H:11]([O:13][C:14]3[C:15]4[O:23][CH:22]=[CH:21][C:16]=4[CH:17]=[N:18][C:19]=3[NH2:20])[CH3:12])=[N:9][N:10]=2)[N:7]=1.[CH3:24][N:25]1[CH:29]=[C:28](B2OC(C)(C)C(C)(C)O2)[CH:27]=[N:26]1.C(=O)([O-])[O-].[K+].[K+].O1CCOCC1. Product: [CH3:24][N:25]1[CH:29]=[C:28]([C:2]2[CH:3]=[CH:4][C:5]3[N:6]([C:8]([C@H:11]([O:13][C:14]4[C:15]5[O:23][CH:22]=[CH:21][C:16]=5[CH:17]=[N:18][C:19]=4[NH2:20])[CH3:12])=[N:9][N:10]=3)[N:7]=2)[CH:27]=[N:26]1. The catalyst class is: 103. (3) Reactant: [H-].[Na+].[CH3:3][O:4][C:5](=[O:26])[C:6]1[CH:11]=[C:10]([CH3:12])[C:9](Br)=[C:8]([S:14]([CH2:17][C:18]2[CH:23]=[CH:22][CH:21]=[C:20]([Cl:24])[C:19]=2[NH2:25])(=[O:16])=[O:15])[CH:7]=1. Product: [CH3:3][O:4][C:5]([C:6]1[CH:11]=[C:10]([CH3:12])[C:9]2[NH:25][C:19]3[C:20]([Cl:24])=[CH:21][CH:22]=[CH:23][C:18]=3[CH2:17][S:14](=[O:16])(=[O:15])[C:8]=2[CH:7]=1)=[O:26]. The catalyst class is: 9. (4) Reactant: [C:1]([NH:8][C@H:9]([C:11]([OH:13])=O)[CH3:10])([O:3][C:4]([CH3:7])([CH3:6])[CH3:5])=[O:2].CC[N:16]=C=NCCCN(C)C.ON1C(=O)CCC1=O.[OH-].[NH4+]. Product: [NH2:16][C:11](=[O:13])[C@@H:9]([NH:8][C:1](=[O:2])[O:3][C:4]([CH3:7])([CH3:6])[CH3:5])[CH3:10]. The catalyst class is: 213.